From a dataset of Forward reaction prediction with 1.9M reactions from USPTO patents (1976-2016). Predict the product of the given reaction. (1) Given the reactants O=[C:2]1[CH2:7][CH2:6][N:5]([C:8]([O:10][C:11]([CH3:14])([CH3:13])[CH3:12])=[O:9])[CH2:4][CH2:3]1.[CH3:15][C:16]1[CH:17]=[C:18]([CH:21]=[CH:22][CH:23]=1)[CH2:19][NH2:20].C(O)(=O)C.[BH3-]C#N.[Na+], predict the reaction product. The product is: [CH3:15][C:16]1[CH:17]=[C:18]([CH2:19][NH:20][CH:2]2[CH2:7][CH2:6][N:5]([C:8]([O:10][C:11]([CH3:14])([CH3:13])[CH3:12])=[O:9])[CH2:4][CH2:3]2)[CH:21]=[CH:22][CH:23]=1. (2) Given the reactants [ClH:1].C(OC([N:9]1[CH2:14][CH2:13][C:12]2([CH2:19][CH2:18][N:17]([C:20]3[CH:25]=[CH:24][N:23]=[CH:22][CH:21]=3)[CH2:16][CH2:15]2)[CH2:11][CH2:10]1)=O)(C)(C)C, predict the reaction product. The product is: [ClH:1].[ClH:1].[N:23]1[CH:22]=[CH:21][C:20]([N:17]2[CH2:18][CH2:19][C:12]3([CH2:13][CH2:14][NH:9][CH2:10][CH2:11]3)[CH2:15][CH2:16]2)=[CH:25][CH:24]=1. (3) Given the reactants [OH-].[Li+].[F:3][C:4]1[CH:5]=[C:6]([C:10]2[CH:11]=[CH:12][C:13]3[O:17][CH2:16][CH:15]([NH:18][C:19]4[CH:20]=[C:21]([CH:30]=[CH:31][CH:32]=4)[O:22][CH2:23][C:24]([O:26]C(C)C)=[O:25])[C:14]=3[CH:33]=2)[CH:7]=[CH:8][CH:9]=1, predict the reaction product. The product is: [F:3][C:4]1[CH:5]=[C:6]([C:10]2[CH:11]=[CH:12][C:13]3[O:17][CH2:16][CH:15]([NH:18][C:19]4[CH:20]=[C:21]([CH:30]=[CH:31][CH:32]=4)[O:22][CH2:23][C:24]([OH:26])=[O:25])[C:14]=3[CH:33]=2)[CH:7]=[CH:8][CH:9]=1. (4) Given the reactants C(Cl)(=O)C(Cl)=O.[Cl:7][C:8]1[C:17]2[C:12](=[CH:13][C:14]([S:18]([N:21]3[CH2:28][CH2:27][CH2:26][C@@H:22]3[C:23]([OH:25])=O)(=[O:20])=[O:19])=[CH:15][CH:16]=2)[C:11]([NH:29][C:30]([NH2:32])=[NH:31])=[N:10][CH:9]=1.C[N:34](C=O)C.N, predict the reaction product. The product is: [NH3:10].[Cl:7][C:8]1[C:17]2[C:12](=[CH:13][C:14]([S:18]([N:21]3[CH2:28][CH2:27][CH2:26][C@@H:22]3[C:23]([NH2:34])=[O:25])(=[O:19])=[O:20])=[CH:15][CH:16]=2)[C:11]([NH:29][C:30]([NH2:32])=[NH:31])=[N:10][CH:9]=1. (5) Given the reactants [CH2:1]([C:8]1[CH:9]=[N:10][C:11]2[C:16]([C:17]=1[C:18]1[CH:19]=[C:20]([NH2:24])[CH:21]=[CH:22][CH:23]=1)=[CH:15][CH:14]=[CH:13][C:12]=2[C:25]([F:28])([F:27])[F:26])[C:2]1[CH:7]=[CH:6][CH:5]=[CH:4][CH:3]=1.[Cl:29][C:30]1[CH:37]=[CH:36][C:33]([CH:34]=O)=[CH:32][C:31]=1[F:38], predict the reaction product. The product is: [CH2:1]([C:8]1[CH:9]=[N:10][C:11]2[C:16]([C:17]=1[C:18]1[CH:19]=[C:20]([NH:24][CH2:34][C:33]3[CH:36]=[CH:37][C:30]([Cl:29])=[C:31]([F:38])[CH:32]=3)[CH:21]=[CH:22][CH:23]=1)=[CH:15][CH:14]=[CH:13][C:12]=2[C:25]([F:28])([F:26])[F:27])[C:2]1[CH:3]=[CH:4][CH:5]=[CH:6][CH:7]=1. (6) Given the reactants [CH3:1]OP(C(=[N+]=[N-])C(=O)C)(=O)OC.[C:13]([C:15]1[CH:16]=[N:17][C:18]2[C:23]([CH:24]=1)=[CH:22][C:21]([O:25][CH:26]([S:37][CH3:38])[C:27]([NH:29][C:30]([CH2:34][O:35][CH3:36])([CH3:33])[CH:31]=O)=[O:28])=[CH:20][C:19]=2[CH3:39])#[CH:14].C([O-])([O-])=O.[K+].[K+], predict the reaction product. The product is: [C:13]([C:15]1[CH:16]=[N:17][C:18]2[C:23]([CH:24]=1)=[CH:22][C:21]([O:25][CH:26]([S:37][CH3:38])[C:27]([NH:29][C:30]([CH2:34][O:35][CH3:36])([CH3:33])[C:31]#[CH:1])=[O:28])=[CH:20][C:19]=2[CH3:39])#[CH:14]. (7) Given the reactants [NH2:1][C:2]1[N:7]2[C:8]3[N:22]=[CH:21][CH:20]=[CH:19][C:9]=3[C:10]([C:11]3[CH:16]=[CH:15][N:14]=[C:13]([S:17][CH3:18])[N:12]=3)=[C:6]2[CH:5]=[CH:4][N:3]=1.C(Cl)Cl.C([O-])([O-])=[O:27].[Na+].[Na+], predict the reaction product. The product is: [NH2:1][C:2]1[N:7]2[C:8]3[N:22]=[CH:21][CH:20]=[CH:19][C:9]=3[C:10]([C:11]3[CH:16]=[CH:15][N:14]=[C:13]([S:17]([CH3:18])=[O:27])[N:12]=3)=[C:6]2[CH:5]=[CH:4][N:3]=1.